Dataset: NCI-60 drug combinations with 297,098 pairs across 59 cell lines. Task: Regression. Given two drug SMILES strings and cell line genomic features, predict the synergy score measuring deviation from expected non-interaction effect. (1) Drug 1: CC1OCC2C(O1)C(C(C(O2)OC3C4COC(=O)C4C(C5=CC6=C(C=C35)OCO6)C7=CC(=C(C(=C7)OC)O)OC)O)O. Drug 2: CC(C1=C(C=CC(=C1Cl)F)Cl)OC2=C(N=CC(=C2)C3=CN(N=C3)C4CCNCC4)N. Cell line: KM12. Synergy scores: CSS=38.7, Synergy_ZIP=-2.85, Synergy_Bliss=-3.87, Synergy_Loewe=-0.149, Synergy_HSA=1.34. (2) Drug 2: CC1=C(C=C(C=C1)C(=O)NC2=CC(=CC(=C2)C(F)(F)F)N3C=C(N=C3)C)NC4=NC=CC(=N4)C5=CN=CC=C5. Cell line: SF-539. Drug 1: CCC1=CC2CC(C3=C(CN(C2)C1)C4=CC=CC=C4N3)(C5=C(C=C6C(=C5)C78CCN9C7C(C=CC9)(C(C(C8N6C)(C(=O)OC)O)OC(=O)C)CC)OC)C(=O)OC.C(C(C(=O)O)O)(C(=O)O)O. Synergy scores: CSS=38.1, Synergy_ZIP=-0.544, Synergy_Bliss=0.474, Synergy_Loewe=-20.9, Synergy_HSA=0.405. (3) Drug 1: C1=C(C(=O)NC(=O)N1)F. Drug 2: CC1=C2C(C(=O)C3(C(CC4C(C3C(C(C2(C)C)(CC1OC(=O)C(C(C5=CC=CC=C5)NC(=O)C6=CC=CC=C6)O)O)OC(=O)C7=CC=CC=C7)(CO4)OC(=O)C)O)C)OC(=O)C. Cell line: SF-295. Synergy scores: CSS=37.0, Synergy_ZIP=-16.0, Synergy_Bliss=-10.2, Synergy_Loewe=-6.18, Synergy_HSA=-5.61. (4) Drug 1: C1CC(=O)NC(=O)C1N2CC3=C(C2=O)C=CC=C3N. Drug 2: CC1CCC2CC(C(=CC=CC=CC(CC(C(=O)C(C(C(=CC(C(=O)CC(OC(=O)C3CCCCN3C(=O)C(=O)C1(O2)O)C(C)CC4CCC(C(C4)OC)OCCO)C)C)O)OC)C)C)C)OC. Cell line: MCF7. Synergy scores: CSS=27.0, Synergy_ZIP=3.14, Synergy_Bliss=3.78, Synergy_Loewe=-7.30, Synergy_HSA=5.24.